From a dataset of Full USPTO retrosynthesis dataset with 1.9M reactions from patents (1976-2016). Predict the reactants needed to synthesize the given product. (1) Given the product [CH2:32]([N:19]1[CH2:20][CH2:21][CH:16]([CH2:15][CH2:14][C:10]2[C:9]3[CH:8]=[CH:7][C:6]([O:22][CH2:23][C:24]4[CH:25]=[CH:26][C:27]([C:28]#[N:29])=[CH:30][CH:31]=4)=[C:5]([CH2:4][N:2]([CH3:3])[CH3:1])[C:13]=3[O:12][N:11]=2)[CH2:17][CH2:18]1)[C:33]1[CH:38]=[CH:37][CH:36]=[CH:35][CH:34]=1, predict the reactants needed to synthesize it. The reactants are: [CH3:1][N:2]([CH2:4][C:5]1[C:13]2[O:12][N:11]=[C:10]([CH2:14][CH2:15][CH:16]3[CH2:21][CH2:20][NH:19][CH2:18][CH2:17]3)[C:9]=2[CH:8]=[CH:7][C:6]=1[O:22][CH2:23][C:24]1[CH:31]=[CH:30][C:27]([C:28]#[N:29])=[CH:26][CH:25]=1)[CH3:3].[CH:32](=O)[C:33]1[CH:38]=[CH:37][CH:36]=[CH:35][CH:34]=1.C(O[BH-](OC(=O)C)OC(=O)C)(=O)C.[Na+].[OH-].[Na+].[Cl-].[Na+]. (2) Given the product [C:49]([CH2:51][C:13]([N:9]1[CH2:10][C@H:11]([F:12])[C@H:6]([O:5][C:4]2[CH:22]=[CH:23][C:24]([C:26]3[N:31]=[C:30]([NH:32][C:33]4[CH:34]=[CH:35][C:36]([N:39]5[CH2:40][CH2:41][N:42]([CH:45]6[CH2:48][O:47][CH2:46]6)[CH2:43][CH2:44]5)=[CH:37][CH:38]=4)[N:29]=[CH:28][N:27]=3)=[CH:25][C:3]=2[C:1]#[N:2])[C:7]([CH3:21])([CH3:20])[CH2:8]1)=[O:14])#[N:50], predict the reactants needed to synthesize it. The reactants are: [C:1]([C:3]1[CH:25]=[C:24]([C:26]2[N:31]=[C:30]([NH:32][C:33]3[CH:38]=[CH:37][C:36]([N:39]4[CH2:44][CH2:43][N:42]([CH:45]5[CH2:48][O:47][CH2:46]5)[CH2:41][CH2:40]4)=[CH:35][CH:34]=3)[N:29]=[CH:28][N:27]=2)[CH:23]=[CH:22][C:4]=1[O:5][C@H:6]1[C@@H:11]([F:12])[CH2:10][N:9]([C:13](OC(C)(C)C)=[O:14])[CH2:8][C:7]1([CH3:21])[CH3:20])#[N:2].[C:49]([CH2:51]C(O)=O)#[N:50]. (3) Given the product [CH3:1][N:2]([CH2:9][CH2:10][O:11][C:12]1[CH:25]=[CH:24][C:15]([CH2:16][CH:17]2[S:21][C:20](=[O:22])[NH:19][C:18]2=[O:23])=[CH:14][CH:13]=1)[C:3]1[CH:8]=[CH:7][CH:6]=[CH:5][N:4]=1.[CH2:26]([OH:112])[C@H:27]1[O:32][C@@H:31]2[O:33][C@H:34]3[C@H:39]([OH:40])[C@@H:38]([OH:41])[C@@H:37]([O:42][C@H:43]4[C@H:48]([OH:49])[C@@H:47]([OH:50])[C@@H:46]([O:51][C@H:52]5[C@H:57]([OH:58])[C@@H:56]([OH:59])[CH:55]([O:60][CH:61]6[C@H:66]([OH:67])[C@@H:65]([OH:68])[CH:64]([CH:69]7[C@H:74]([OH:75])[C@@H:73]([OH:76])[CH:72]([O:77][C@H:78]8[C@H:83]([OH:84])[C@@H:82]([OH:85])[C@@H:81]([O:86][C@H:87]9[C@H:93]([OH:94])[C@@H:92]([OH:95])[C@@H:90]([O:91][C@H:28]1[C@H:29]([OH:111])[C@H:30]2[OH:110])[O:89][C@@H:88]9[CH2:96][OH:97])[O:80][C@@H:79]8[CH2:98][OH:99])[O:71][C@@H:70]7[CH2:100][OH:101])[O:63][C@@H:62]6[CH2:102][OH:103])[O:54][C@@H:53]5[CH2:104][OH:105])[O:45][C@@H:44]4[CH2:106][OH:107])[O:36][C@@H:35]3[CH2:108][OH:109], predict the reactants needed to synthesize it. The reactants are: [CH3:1][N:2]([CH2:9][CH2:10][O:11][C:12]1[CH:25]=[CH:24][C:15]([CH2:16][CH:17]2[S:21][C:20](=[O:22])[NH:19][C:18]2=[O:23])=[CH:14][CH:13]=1)[C:3]1[CH:8]=[CH:7][CH:6]=[CH:5][N:4]=1.[CH2:26]([OH:112])[C@H:27]1[O:32][C@@H:31]2[O:33][C@H:34]3[C@H:39]([OH:40])[C@@H:38]([OH:41])[C@@H:37]([O:42][C@H:43]4[C@H:48]([OH:49])[C@@H:47]([OH:50])[C@@H:46]([O:51][C@H:52]5[C@H:57]([OH:58])[C@@H:56]([OH:59])[CH:55]([O:60][CH:61]6[C@H:66]([OH:67])[C@@H:65]([OH:68])[CH:64]([CH:69]7[C@H:74]([OH:75])[C@@H:73]([OH:76])[CH:72]([O:77][C@H:78]8[C@H:83]([OH:84])[C@@H:82]([OH:85])[C@@H:81]([O:86][C@H:87]9[C@H:93]([OH:94])[C@@H:92]([OH:95])[C@@H:90]([O:91][C@H:28]1[C@H:29]([OH:111])[C@H:30]2[OH:110])[O:89][C@@H:88]9[CH2:96][OH:97])[O:80][C@@H:79]8[CH2:98][OH:99])[O:71][C@@H:70]7[CH2:100][OH:101])[O:63][C@@H:62]6[CH2:102][OH:103])[O:54][C@@H:53]5[CH2:104][OH:105])[O:45][C@@H:44]4[CH2:106][OH:107])[O:36][C@@H:35]3[CH2:108][OH:109]. (4) The reactants are: [ClH:1].O1[CH2:7][CH2:6]OCC1.Cl.[NH2:9][C:10]1[CH:14]=[CH:13][NH:12][C:11]=1[C:15]([O:17][CH2:18][CH3:19])=[O:16]. Given the product [ClH:1].[C:10](=[NH:9])([NH:9][C:10]1[CH:14]=[CH:13][NH:12][C:11]=1[C:15]([O:17][CH2:18][CH3:19])=[O:16])[CH2:11][CH2:15][CH2:6][CH3:7], predict the reactants needed to synthesize it. (5) Given the product [C:14]([C:15]1([C:17]2[CH:22]=[CH:21][C:20]([C:23]3[CH:28]=[CH:27][C:26]([O:29][C:30]([F:33])([F:31])[F:32])=[CH:25][CH:24]=3)=[CH:19][N:18]=2)[CH2:9][O:16]1)([CH3:35])([CH3:34])[CH3:13], predict the reactants needed to synthesize it. The reactants are: [I-].C[S+](C)(C)=O.[H-].[Na+].[CH3:9]S(C)=O.[CH3:13][C:14]([CH3:35])([CH3:34])[C:15]([C:17]1[CH:22]=[CH:21][C:20]([C:23]2[CH:28]=[CH:27][C:26]([O:29][C:30]([F:33])([F:32])[F:31])=[CH:25][CH:24]=2)=[CH:19][N:18]=1)=[O:16].